Dataset: NCI-60 drug combinations with 297,098 pairs across 59 cell lines. Task: Regression. Given two drug SMILES strings and cell line genomic features, predict the synergy score measuring deviation from expected non-interaction effect. (1) Drug 1: CC1C(C(CC(O1)OC2CC(CC3=C2C(=C4C(=C3O)C(=O)C5=C(C4=O)C(=CC=C5)OC)O)(C(=O)C)O)N)O.Cl. Drug 2: C1C(C(OC1N2C=NC3=C2NC=NCC3O)CO)O. Cell line: SW-620. Synergy scores: CSS=9.03, Synergy_ZIP=0.569, Synergy_Bliss=-0.654, Synergy_Loewe=-44.9, Synergy_HSA=-2.37. (2) Drug 1: CCN(CC)CCNC(=O)C1=C(NC(=C1C)C=C2C3=C(C=CC(=C3)F)NC2=O)C. Drug 2: C(CCl)NC(=O)N(CCCl)N=O. Cell line: OVCAR-4. Synergy scores: CSS=-4.08, Synergy_ZIP=3.69, Synergy_Bliss=3.95, Synergy_Loewe=-5.39, Synergy_HSA=-4.22.